From a dataset of hERG Central: cardiac toxicity at 1µM, 10µM, and general inhibition. Predict hERG channel inhibition at various concentrations. (1) The compound is CCCCn1c(NCc2ccc3c(c2)OCO3)nc2ccccc21. Results: hERG_inhib (hERG inhibition (general)): blocker. (2) The molecule is Cc1ccc(CSCCNC(=O)CN(c2cccc([N+](=O)[O-])c2)S(C)(=O)=O)cc1. Results: hERG_inhib (hERG inhibition (general)): blocker. (3) The molecule is Cc1ccccc1C1N(c2nccs2)C(=O)C2CCCN21. Results: hERG_inhib (hERG inhibition (general)): blocker.